From a dataset of Full USPTO retrosynthesis dataset with 1.9M reactions from patents (1976-2016). Predict the reactants needed to synthesize the given product. (1) Given the product [CH3:30][C:5]1[N:6]=[C:7]([N:9]2[CH2:13][CH2:12][N:11]([CH2:14][C:15]3[CH:16]=[CH:17][C:18]([C:21]([N:23]4[CH2:24][CH2:25][CH2:26][CH2:27][CH2:28]4)=[O:22])=[CH:19][CH:20]=3)[C:10]2=[O:29])[S:8][C:4]=1[C:1]1[NH:41][N:35]=[C:33]([CH3:34])[CH:2]=1, predict the reactants needed to synthesize it. The reactants are: [C:1]([C:4]1[S:8][C:7]([N:9]2[CH2:13][CH2:12][N:11]([CH2:14][C:15]3[CH:20]=[CH:19][C:18]([C:21]([N:23]4[CH2:28][CH2:27][CH2:26][CH2:25][CH2:24]4)=[O:22])=[CH:17][CH:16]=3)[C:10]2=[O:29])=[N:6][C:5]=1[CH3:30])(=O)[CH3:2].CO[C:33](OC)([N:35](C)C)[CH3:34].O.[NH2:41]N. (2) Given the product [Br:11][CH2:10][C:5]1[CH:6]=[C:7]([O:8][CH3:9])[C:2]([F:1])=[N:3][CH:4]=1, predict the reactants needed to synthesize it. The reactants are: [F:1][C:2]1[C:7]([O:8][CH3:9])=[CH:6][C:5]([CH3:10])=[CH:4][N:3]=1.[Br:11]N1C(=O)CCC1=O.N(C(C)(C)C#N)=NC(C)(C)C#N. (3) Given the product [CH2:16]([O:15][C:12]1[CH:13]=[CH:14][C:9]([C:5]2[N:4]=[C:3]([C:22]#[N:23])[C:2]3[N:1]=[CH:24][NH:8][C:7]=3[CH:6]=2)=[CH:10][C:11]=1[C:18]([F:21])([F:19])[F:20])[CH3:17], predict the reactants needed to synthesize it. The reactants are: [NH2:1][C:2]1[C:3]([C:22]#[N:23])=[N:4][C:5]([C:9]2[CH:14]=[CH:13][C:12]([O:15][CH2:16][CH3:17])=[C:11]([C:18]([F:21])([F:20])[F:19])[CH:10]=2)=[CH:6][C:7]=1[NH2:8].[CH2:24](OC(OCC)OCC)C. (4) Given the product [CH2:1]([C:8]1[N:12]=[C:11]([C:13]2[CH:14]=[CH:15][C:16]([CH2:19][NH:20][C:35]([C@@H:29]3[CH2:30][C@@H:31]([OH:34])[CH2:32][CH2:33][NH:28]3)=[O:36])=[CH:17][CH:18]=2)[O:10][N:9]=1)[CH2:2][CH2:3][CH2:4][CH2:5][CH2:6][CH3:7], predict the reactants needed to synthesize it. The reactants are: [CH2:1]([C:8]1[N:12]=[C:11]([C:13]2[CH:18]=[CH:17][C:16]([CH2:19][NH2:20])=[CH:15][CH:14]=2)[O:10][N:9]=1)[CH2:2][CH2:3][CH2:4][CH2:5][CH2:6][CH3:7].C(OC([N:28]1[CH2:33][CH2:32][C@H:31]([OH:34])[CH2:30][C@H:29]1[C:35](O)=[O:36])=O)(C)(C)C.C1(CN)C=CC=CC=1. (5) Given the product [NH:1]1[C:5]2[CH:6]=[CH:7][C:8]([N:10]3[CH:14]([C:15]4[CH:16]=[CH:17][C:18]([CH:21]5[CH2:26][CH2:25][C:24](=[O:27])[CH2:23][CH2:22]5)=[CH:19][CH:20]=4)[C:13]([O:28][CH3:34])=[CH:12][C:11]3=[O:29])=[CH:9][C:4]=2[N:3]=[CH:2]1, predict the reactants needed to synthesize it. The reactants are: [NH:1]1[C:5]2[CH:6]=[CH:7][C:8]([N:10]3[CH:14]([C:15]4[CH:20]=[CH:19][C:18]([CH:21]5[CH2:26][CH2:25][C:24](=[O:27])[CH2:23][CH2:22]5)=[CH:17][CH:16]=4)[C:13](=[O:28])[CH2:12][C:11]3=[O:29])=[CH:9][C:4]=2[N:3]=[CH:2]1.S(Cl)(Cl)=O.[C:34](O)(C(F)(F)F)=O.